Dataset: Peptide-MHC class I binding affinity with 185,985 pairs from IEDB/IMGT. Task: Regression. Given a peptide amino acid sequence and an MHC pseudo amino acid sequence, predict their binding affinity value. This is MHC class I binding data. (1) The peptide sequence is YQLGDYFFV. The MHC is HLA-A02:19 with pseudo-sequence HLA-A02:19. The binding affinity (normalized) is 0.936. (2) The peptide sequence is KLNHHKPPT. The MHC is HLA-B58:01 with pseudo-sequence HLA-B58:01. The binding affinity (normalized) is 0.0847. (3) The binding affinity (normalized) is 0. The peptide sequence is FELKNSTTI. The MHC is HLA-A68:02 with pseudo-sequence HLA-A68:02. (4) The peptide sequence is AYDDAEQMY. The MHC is HLA-A69:01 with pseudo-sequence HLA-A69:01. The binding affinity (normalized) is 0.0847.